Dataset: Reaction yield outcomes from USPTO patents with 853,638 reactions. Task: Predict the reaction yield, written as a fraction of the theoretical maximum amount of product (1.0 means a 100% yield; for example, 0.34 means a 34% yield). The reactants are [NH2:1][C:2]1[C:3]2[CH:14]=[CH:13][CH:12]=[CH:11][C:4]=2[S:5][C:6]=1[C:7]([O:9][CH3:10])=[O:8].CO[CH:17](OC)[N:18]([CH3:20])[CH3:19]. No catalyst specified. The product is [CH3:10][O:9][C:7]([C:6]1[S:5][C:4]2[CH:11]=[CH:12][CH:13]=[CH:14][C:3]=2[C:2]=1[N:1]=[CH:17][N:18]([CH3:20])[CH3:19])=[O:8]. The yield is 0.930.